Predict the product of the given reaction. From a dataset of Forward reaction prediction with 1.9M reactions from USPTO patents (1976-2016). (1) The product is: [Cl:33][C:34]1[CH:39]=[C:38]([O:40][CH2:41][C:42]([F:45])([F:44])[F:43])[CH:37]=[CH:36][C:35]=1[S:46]([NH:27][C:28]1[C:29]([CH2:12][C:13]2[CH:18]=[CH:17][C:16]([CH2:19][C:20]([O:22][CH3:23])=[O:21])=[CH:15][C:14]=2[O:24][CH3:25])=[CH:30][CH:31]=[C:32]2[C:31]=1[CH:30]=[C:29]([CH3:28])[NH:27]2)(=[O:48])=[O:47]. Given the reactants NC1C(O[CH2:12][C:13]2[CH:18]=[CH:17][C:16]([CH2:19][C:20]([O:22][CH3:23])=[O:21])=[CH:15][C:14]=2[O:24][CH3:25])=CC=C2C=1C=C(C)N2.[N:27]1[CH:32]=[CH:31][CH:30]=[CH:29][CH:28]=1.[Cl:33][C:34]1[CH:39]=[C:38]([O:40][CH2:41][C:42]([F:45])([F:44])[F:43])[CH:37]=[CH:36][C:35]=1[S:46](Cl)(=[O:48])=[O:47], predict the reaction product. (2) Given the reactants [F:1][C:2]1[CH:3]=[C:4]([C:12]2[C:20]3[C:19](=[O:21])[CH2:18][CH2:17][C:16]=3[CH:15]=[N:14][CH:13]=2)[CH:5]=[CH:6][C:7]=1[C:8]([F:11])([F:10])[F:9].[Cl-].[Li+].[CH3:24][Li], predict the reaction product. The product is: [F:1][C:2]1[CH:3]=[C:4]([C:12]2[C:20]3[C:19]([CH3:24])([OH:21])[CH2:18][CH2:17][C:16]=3[CH:15]=[N:14][CH:13]=2)[CH:5]=[CH:6][C:7]=1[C:8]([F:9])([F:11])[F:10]. (3) Given the reactants Br[C:2]1[S:6][CH:5]=[C:4]([C:7]([N:9]2[C@@H:18]3[C@@H:13]([CH2:14][CH2:15][CH2:16][CH2:17]3)[CH2:12][CH2:11][CH2:10]2)=[O:8])[CH:3]=1.C(=O)([O-])[O-].[Cs+].[Cs+].[NH:25]1[CH:29]=[C:28](B(O)O)[CH:27]=[N:26]1, predict the reaction product. The product is: [N:25]1[N:26]=[CH:27][CH:28]([C:2]2[S:6][CH:5]=[C:4]([C:7]([N:9]3[CH:18]4[CH:13]([CH2:14][CH2:15][CH2:16][CH2:17]4)[CH2:12][CH2:11][CH2:10]3)=[O:8])[CH:3]=2)[CH:29]=1. (4) Given the reactants [CH2:1]([O:8][C:9]1[CH:14]=[CH:13][N:12]([CH2:15][C:16]([C:18]2[CH:23]=[CH:22][C:21]([CH2:24]O)=[CH:20][CH:19]=2)=[O:17])[C:11](=[O:26])[CH:10]=1)[C:2]1[CH:7]=[CH:6][CH:5]=[CH:4][CH:3]=1.P(Br)(Br)[Br:28], predict the reaction product. The product is: [CH2:1]([O:8][C:9]1[CH:14]=[CH:13][N:12]([CH2:15][C:16]([C:18]2[CH:23]=[CH:22][C:21]([CH2:24][Br:28])=[CH:20][CH:19]=2)=[O:17])[C:11](=[O:26])[CH:10]=1)[C:2]1[CH:7]=[CH:6][CH:5]=[CH:4][CH:3]=1. (5) Given the reactants Br.[OH:2][C:3]1[N:4]=[C:5]([C:18]2[C:19]([CH3:26])=[N:20][N:21]3[CH:25]=[CH:24][S:23][C:22]=23)[S:6][C:7]=1[C:8]([O:10][CH2:11][C:12]1[CH:17]=[CH:16][CH:15]=[CH:14][CH:13]=1)=[O:9].[F:27][C:28]([F:41])([F:40])[S:29](O[S:29]([C:28]([F:41])([F:40])[F:27])(=[O:31])=[O:30])(=[O:31])=[O:30].C(=O)(O)[O-].[Na+].C(OCC)(=O)C, predict the reaction product. The product is: [CH3:26][C:19]1[C:18]([C:5]2[S:6][C:7]([C:8]([O:10][CH2:11][C:12]3[CH:13]=[CH:14][CH:15]=[CH:16][CH:17]=3)=[O:9])=[C:3]([O:2][S:29]([C:28]([F:41])([F:40])[F:27])(=[O:31])=[O:30])[N:4]=2)=[C:22]2[S:23][CH:24]=[CH:25][N:21]2[N:20]=1. (6) Given the reactants O[C:2]1[CH:7]=[C:6]([C:8]2[N:9]=[C:10]([NH:13][C:14](=[O:18])[CH:15]([CH3:17])[CH3:16])[S:11][CH:12]=2)[N:5]=[C:4]2[C:19]3[C:25]([Br:26])=[C:24]([O:27][CH3:28])[CH:23]=[CH:22][C:20]=3[O:21][C:3]=12.O=P(Cl)(Cl)[Cl:31], predict the reaction product. The product is: [Br:26][C:25]1[C:19]2[C:4]3[C:3]([O:21][C:20]=2[CH:22]=[CH:23][C:24]=1[O:27][CH3:28])=[C:2]([Cl:31])[CH:7]=[C:6]([C:8]1[N:9]=[C:10]([NH:13][C:14](=[O:18])[CH:15]([CH3:17])[CH3:16])[S:11][CH:12]=1)[N:5]=3.